From a dataset of Reaction yield outcomes from USPTO patents with 853,638 reactions. Predict the reaction yield, written as a fraction of the theoretical maximum amount of product (1.0 means a 100% yield; for example, 0.34 means a 34% yield). (1) The reactants are [F:1][C:2]1[N:7]=[CH:6][C:5]([NH:8][C:9]([C@@H:11]2[CH2:15][C@H:14]([O:16][CH3:17])[CH2:13][N:12]2C(OCC2C=CC=CC=2)=O)=[O:10])=[CH:4][CH:3]=1.[H][H]. The catalyst is [Pd].CO. The product is [F:1][C:2]1[N:7]=[CH:6][C:5]([NH:8][C:9]([C@@H:11]2[CH2:15][C@H:14]([O:16][CH3:17])[CH2:13][NH:12]2)=[O:10])=[CH:4][CH:3]=1. The yield is 1.00. (2) The reactants are [CH3:1][C:2]1[CH:3]=[C:4]([C:10]2[CH:11]=[CH:12][C:13]3[N:14]=[CH:15][NH:16][C:17](=O)[C:18]=3[N:19]=2)[CH:5]=[CH:6][C:7]=1[O:8][CH3:9].P(Cl)(Cl)([Cl:23])=O.N1C(C)=CC=CC=1C. The catalyst is C1(C)C=CC=CC=1. The product is [Cl:23][C:17]1[C:18]2[N:19]=[C:10]([C:4]3[CH:5]=[CH:6][C:7]([O:8][CH3:9])=[C:2]([CH3:1])[CH:3]=3)[CH:11]=[CH:12][C:13]=2[N:14]=[CH:15][N:16]=1. The yield is 0.740. (3) The reactants are [NH2:1][C:2]1[CH:3]=[C:4]([C:9]2[CH:15]=[CH:14][C:12]([NH2:13])=[C:11]([NH2:16])[CH:10]=2)[CH:5]=[CH:6][C:7]=1[NH2:8].[C:17]1(=O)[CH2:22][CH2:21][CH2:20][CH2:19][CH2:18]1. No catalyst specified. The product is [C:17]1(=[N:1][C:2]2[CH:3]=[C:4]([C:9]3[CH:15]=[CH:14][C:12]([N:13]=[C:2]4[CH2:3][CH2:4][CH2:5][CH2:6][CH2:7]4)=[C:11]([N:16]=[C:9]4[CH2:15][CH2:14][CH2:12][CH2:11][CH2:10]4)[CH:10]=3)[CH:5]=[CH:6][C:7]=2[N:8]=[C:17]2[CH2:22][CH2:21][CH2:20][CH2:19][CH2:18]2)[CH2:22][CH2:21][CH2:20][CH2:19][CH2:18]1. The yield is 0.900. (4) The reactants are Cl.Cl.[CH3:3][C:4]1[CH:13]=[CH:12][C:11]2[C:6](=[CH:7][CH:8]=[CH:9][C:10]=2[O:14][CH2:15][CH2:16][N:17]2[CH2:22][CH2:21][CH:20]([CH2:23][C:24]3[CH:25]=[C:26]([CH:28]=[CH:29][CH:30]=3)[NH2:27])[CH2:19][CH2:18]2)[N:5]=1.C(N(CC)CC)C.[Cl:38][CH2:39][C:40](Cl)=[O:41]. The catalyst is ClCCl. The product is [Cl:38][CH2:39][C:40]([NH:27][C:26]1[CH:28]=[CH:29][CH:30]=[C:24]([CH2:23][CH:20]2[CH2:19][CH2:18][N:17]([CH2:16][CH2:15][O:14][C:10]3[CH:9]=[CH:8][CH:7]=[C:6]4[C:11]=3[CH:12]=[CH:13][C:4]([CH3:3])=[N:5]4)[CH2:22][CH2:21]2)[CH:25]=1)=[O:41]. The yield is 0.740. (5) The reactants are [NH2:1][C:2]1[S:3][CH:4]=[N:5][N:6]=1.[CH2:7]([C:15]1[CH:20]=[CH:19][C:18]([S:21](Cl)(=[O:23])=[O:22])=[CH:17][CH:16]=1)[CH2:8][CH2:9][CH2:10][CH2:11][CH2:12][CH2:13][CH3:14].O. The catalyst is N1C=CC=CC=1. The product is [CH2:7]([C:15]1[CH:16]=[CH:17][C:18]([S:21]([NH:1][C:2]2[S:3][CH:4]=[N:5][N:6]=2)(=[O:23])=[O:22])=[CH:19][CH:20]=1)[CH2:8][CH2:9][CH2:10][CH2:11][CH2:12][CH2:13][CH3:14]. The yield is 0.550.